From a dataset of Full USPTO retrosynthesis dataset with 1.9M reactions from patents (1976-2016). Predict the reactants needed to synthesize the given product. (1) Given the product [C:24]([O:23][C:21]([NH:4][N:5]1[CH2:10][C:9](/[CH:11]=[N:37]/[O:36][CH3:35])=[N:8][N:7]([C:13]([O:15][C:16]([CH3:19])([CH3:18])[CH3:17])=[O:14])[C:6]1=[O:20])=[O:22])([CH3:27])([CH3:25])[CH3:26], predict the reactants needed to synthesize it. The reactants are: C([N:4]([C:21]([O:23][C:24]([CH3:27])([CH3:26])[CH3:25])=[O:22])[N:5]1[CH2:10][C:9]([CH:11]=O)=[N:8][N:7]([C:13]([O:15][C:16]([CH3:19])([CH3:18])[CH3:17])=[O:14])[C:6]1=[O:20])(=O)C.N1C=CC=CC=1.Cl.[CH3:35][O:36][NH2:37]. (2) Given the product [CH3:9][S:10]([C:13]1[CH:18]=[CH:17][C:16]([N:28]2[C:32]3=[N:33][CH:34]=[CH:35][CH:36]=[C:31]3[C:30]([C:37]([O:39][CH3:40])=[O:38])=[CH:29]2)=[CH:15][CH:14]=1)(=[O:12])=[O:11], predict the reactants needed to synthesize it. The reactants are: P([O-])([O-])([O-])=O.[K+].[K+].[K+].[CH3:9][S:10]([C:13]1[CH:18]=[CH:17][C:16](Br)=[CH:15][CH:14]=1)(=[O:12])=[O:11].[C@@H]1(N)CCCC[C@H]1N.[NH:28]1[C:32]2=[N:33][CH:34]=[CH:35][CH:36]=[C:31]2[C:30]([C:37]([O:39][CH3:40])=[O:38])=[CH:29]1. (3) Given the product [Cl:4][C:3]([N:10]1[CH2:14][CH2:13][CH2:12][C@H:11]1[C:15]([O:17][CH3:18])=[O:16])=[O:2], predict the reactants needed to synthesize it. The reactants are: C(=O)([O-])[O:2][C:3](Cl)(Cl)[Cl:4].Cl.[NH:10]1[CH2:14][CH2:13][CH2:12][C@H:11]1[C:15]([O:17][CH3:18])=[O:16].C(N(C(C)C)CC)(C)C.ClC1C=CC(O)=C(C=1)C(NC1C=CC([N+]([O-])=O)=CC=1Cl)=O. (4) Given the product [CH2:21]([O:20][C:18]([C@@H:17]1[CH2:2][C@H:16]1[C:13]1[CH:14]=[N:15][C:10]([Br:9])=[CH:11][CH:12]=1)=[O:19])[CH3:22], predict the reactants needed to synthesize it. The reactants are: [I-].[CH3:2][S+](C)(C)=O.[H-].[Na+].[Br:9][C:10]1[N:15]=[CH:14][C:13](/[CH:16]=[CH:17]/[C:18]([O:20][CH2:21][CH3:22])=[O:19])=[CH:12][CH:11]=1. (5) The reactants are: N1C=CC=CC=1.[F:7]N1N=C(F)C=C(F)N1.[NH2:16][CH2:17][CH2:18][C:19]1[N:27]=[C:26]([Cl:28])[CH:25]=[CH:24][C:20]=1[C:21](O)=[O:22]. Given the product [NH2:16][CH2:17][CH2:18][C:19]1[N:27]=[C:26]([Cl:28])[CH:25]=[CH:24][C:20]=1[C:21]([F:7])=[O:22], predict the reactants needed to synthesize it. (6) Given the product [CH3:20][C:10]1[CH:15]=[CH:14][C:13]([S:16]([O:1][C:2]2[C:7](=[O:8])[CH:6]=[CH:5][O:4][C:3]=2[CH3:9])(=[O:18])=[O:17])=[CH:12][CH:11]=1, predict the reactants needed to synthesize it. The reactants are: [OH:1][C:2]1[C:7](=[O:8])[CH:6]=[CH:5][O:4][C:3]=1[CH3:9].[C:10]1([CH3:20])[CH:15]=[CH:14][C:13]([S:16](Cl)(=[O:18])=[O:17])=[CH:12][CH:11]=1. (7) Given the product [C:1]([N:8]1[CH2:13][CH2:12][CH:11]([OH:14])[C:10]([CH3:16])([CH3:15])[CH2:9]1)([O:3][C:4]([CH3:7])([CH3:6])[CH3:5])=[O:2], predict the reactants needed to synthesize it. The reactants are: [C:1]([N:8]1[CH2:13][CH2:12][C:11](=[O:14])[C:10]([CH3:16])([CH3:15])[CH2:9]1)([O:3][C:4]([CH3:7])([CH3:6])[CH3:5])=[O:2].[BH4-].[Na+].[Cl-].[NH4+].